From a dataset of Peptide-MHC class I binding affinity with 185,985 pairs from IEDB/IMGT. Regression. Given a peptide amino acid sequence and an MHC pseudo amino acid sequence, predict their binding affinity value. This is MHC class I binding data. (1) The MHC is HLA-A26:01 with pseudo-sequence YYAMYRNNVAHTDANTLYIRYQDYTWAEWAYRWY. The binding affinity (normalized) is 0.0847. The peptide sequence is GSGDDTWLI. (2) The binding affinity (normalized) is 0.594. The MHC is HLA-A03:01 with pseudo-sequence HLA-A03:01. The peptide sequence is FVLMHPDFCK. (3) The peptide sequence is IPRFCDHPL. The MHC is HLA-B07:02 with pseudo-sequence HLA-B07:02. The binding affinity (normalized) is 0.529. (4) The peptide sequence is DYMPSMKRFR. The MHC is HLA-A33:01 with pseudo-sequence HLA-A33:01. The binding affinity (normalized) is 0.937. (5) The peptide sequence is TFRERYSYK. The MHC is HLA-A30:01 with pseudo-sequence HLA-A30:01. The binding affinity (normalized) is 1.00.